From a dataset of Forward reaction prediction with 1.9M reactions from USPTO patents (1976-2016). Predict the product of the given reaction. (1) Given the reactants [NH2:1][C:2]1[C:10]2[O:9][CH:8]([CH2:11][OH:12])[CH2:7][C:6]=2[C:5](Br)=[C:4]([CH3:14])[CH:3]=1.[N:15]1[CH:20]=[CH:19][C:18](B(O)O)=[CH:17][CH:16]=1.[C:24]([O-])([O-])=O.[Cs+].[Cs+].O, predict the reaction product. The product is: [NH2:1][C:2]1[C:10]2[O:9][CH:8]([CH:11]([OH:12])[CH3:24])[CH2:7][C:6]=2[C:5]([C:18]2[CH:19]=[CH:20][N:15]=[CH:16][CH:17]=2)=[C:4]([CH3:14])[CH:3]=1. (2) Given the reactants O=[C:2]([CH3:14])[CH:3]([C:8]1[CH:13]=[CH:12][CH:11]=[CH:10][CH:9]=1)[C:4]([O:6]C)=O.[C:15]1([NH:21][NH2:22])[CH:20]=[CH:19][CH:18]=[CH:17][CH:16]=1, predict the reaction product. The product is: [CH3:14][C:2]1[C:3]([C:8]2[CH:13]=[CH:12][CH:11]=[CH:10][CH:9]=2)=[C:4]([OH:6])[N:21]([C:15]2[CH:20]=[CH:19][CH:18]=[CH:17][CH:16]=2)[N:22]=1.